From a dataset of Catalyst prediction with 721,799 reactions and 888 catalyst types from USPTO. Predict which catalyst facilitates the given reaction. (1) Reactant: C([O:9][CH2:10][C@H:11]1[C@H:15](/[C:16](/[CH2:19][CH:20]2[O:24][CH2:23][CH2:22][O:21]2)=[N:17]/[OH:18])[O:14][C:13]([CH3:26])([CH3:25])[O:12]1)(=O)C1C=CC=CC=1.[OH-].[Na+].CC(OC)(C)C. Product: [O:24]1[CH2:23][CH2:22][O:21][CH:20]1[CH2:19][C:16]([C@H:15]1[C@H:11]([CH2:10][OH:9])[O:12][C:13]([CH3:26])([CH3:25])[O:14]1)=[N:17][OH:18]. The catalyst class is: 20. (2) Reactant: [OH:1][C:2]1[C:15]2[S:14][C:13]3[C:8](=[CH:9][CH:10]=[CH:11][CH:12]=3)[S:7][C:6]=2[C:5]([C:16]2[O:17][C:18]([N:23]3[CH2:28][CH2:27][O:26][CH2:25][CH2:24]3)=[CH:19][C:20](=[O:22])[CH:21]=2)=[CH:4][CH:3]=1.C(=O)([O-])[O-].[K+].[K+].[CH3:35][O:36][C:37](=[O:40])[CH2:38]Br.O. Product: [CH3:35][O:36][C:37](=[O:40])[CH2:38][O:1][C:2]1[C:15]2[S:14][C:13]3[C:8](=[CH:9][CH:10]=[CH:11][CH:12]=3)[S:7][C:6]=2[C:5]([C:16]2[O:17][C:18]([N:23]3[CH2:28][CH2:27][O:26][CH2:25][CH2:24]3)=[CH:19][C:20](=[O:22])[CH:21]=2)=[CH:4][CH:3]=1. The catalyst class is: 9. (3) Reactant: Br[C:2]1[CH:7]=[CH:6][CH:5]=[C:4]([S:8]([CH2:11][CH2:12][CH3:13])(=[O:10])=[O:9])[CH:3]=1.BrCC1C=CC=C(S(CCC)(=O)=O)C=1.C(N(CC)CC)C.[CH3:35][Si:36]([C:39]#[CH:40])([CH3:38])[CH3:37]. Product: [CH3:35][Si:36]([CH3:38])([CH3:37])[C:39]#[C:40][C:2]1[CH:7]=[CH:6][CH:5]=[C:4]([S:8]([CH2:11][CH2:12][CH3:13])(=[O:10])=[O:9])[CH:3]=1. The catalyst class is: 450. (4) Reactant: [CH3:1][S:2]([C:5]1[CH:10]=[CH:9][C:8]([C:11]2[CH:12]=[CH:13][C:14]3[N:15]([CH:17]=[C:18]([CH3:20])[N:19]=3)[N:16]=2)=[CH:7][CH:6]=1)(=[O:4])=[O:3].C1C(=O)N([Br:28])C(=O)C1. Product: [Br:28][C:17]1[N:15]2[N:16]=[C:11]([C:8]3[CH:9]=[CH:10][C:5]([S:2]([CH3:1])(=[O:4])=[O:3])=[CH:6][CH:7]=3)[CH:12]=[CH:13][C:14]2=[N:19][C:18]=1[CH3:20]. The catalyst class is: 3.